From a dataset of Reaction yield outcomes from USPTO patents with 853,638 reactions. Predict the reaction yield, written as a fraction of the theoretical maximum amount of product (1.0 means a 100% yield; for example, 0.34 means a 34% yield). (1) The reactants are [NH:1]1[CH2:5][CH:4]=[CH:3][CH2:2]1.[C:6](O[C:6]([O:8][C:9]([CH3:12])([CH3:11])[CH3:10])=[O:7])([O:8][C:9]([CH3:12])([CH3:11])[CH3:10])=[O:7].CCCCCC.C(OCC)(=O)C. The catalyst is C(Cl)Cl. The product is [N:1]1([C:6]([O:8][C:9]([CH3:12])([CH3:11])[CH3:10])=[O:7])[CH2:5][CH:4]=[CH:3][CH2:2]1. The yield is 1.00. (2) The reactants are [Cl:1][S:2]([C:5]1[CH:6]=[C:7]([CH:11]=[CH:12][CH:13]=1)[C:8](Cl)=[O:9])(=[O:4])=[O:3].[CH:14]([O:17][C:18]1[CH:24]=[CH:23][C:21]([NH2:22])=[CH:20][CH:19]=1)([CH3:16])[CH3:15]. The catalyst is C1(C)C=CC=CC=1. The product is [CH:14]([O:17][C:18]1[CH:24]=[CH:23][C:21]([NH:22][C:8]([C:7]2[CH:6]=[C:5]([S:2]([Cl:1])(=[O:4])=[O:3])[CH:13]=[CH:12][CH:11]=2)=[O:9])=[CH:20][CH:19]=1)([CH3:16])[CH3:15]. The yield is 0.350.